This data is from Forward reaction prediction with 1.9M reactions from USPTO patents (1976-2016). The task is: Predict the product of the given reaction. (1) Given the reactants [Br:1][C:2]1[CH:3]=[N:4][C:5](I)=[N:6][CH:7]=1.C([Li])CCC.[O:14]1[CH2:17][C:16](=[O:18])[CH2:15]1, predict the reaction product. The product is: [Br:1][C:2]1[CH:3]=[N:4][C:5]([C:16]2([OH:18])[CH2:17][O:14][CH2:15]2)=[N:6][CH:7]=1. (2) Given the reactants [CH3:1][C:2]1[C:7]([N:8]2[CH:12]=[CH:11][C:10]([C:13]3[CH:14]=[CH:15][C:16]([CH3:21])=[C:17]([CH:20]=3)[C:18]#[N:19])=[N:9]2)=[CH:6][CH:5]=[C:4]([CH3:22])[N:3]=1.[BH4-].[Na+].C(=O)([O-])[O-].[K+].[K+].Cl[C:32]([O:34][CH3:35])=[O:33], predict the reaction product. The product is: [CH3:1][C:2]1[C:7]([N:8]2[CH:12]=[CH:11][C:10]([C:13]3[CH:14]=[CH:15][C:16]([CH3:21])=[C:17]([CH2:18][NH:19][C:32](=[O:33])[O:34][CH3:35])[CH:20]=3)=[N:9]2)=[CH:6][CH:5]=[C:4]([CH3:22])[N:3]=1. (3) Given the reactants [CH:1]1([C:4]2[N:5]=[CH:6][C:7]([C:15]([OH:17])=O)=[N:8][C:9]=2[O:10][CH2:11][CH:12]2[CH2:14][CH2:13]2)[CH2:3][CH2:2]1.Cl.[NH2:19][C:20]([C:23]1[N:27]=[C:26]([NH2:28])[O:25][N:24]=1)([CH3:22])[CH3:21], predict the reaction product. The product is: [NH2:28][C:26]1[O:25][N:24]=[C:23]([C:20]([NH:19][C:15]([C:7]2[CH:6]=[N:5][C:4]([CH:1]3[CH2:2][CH2:3]3)=[C:9]([O:10][CH2:11][CH:12]3[CH2:13][CH2:14]3)[N:8]=2)=[O:17])([CH3:22])[CH3:21])[N:27]=1. (4) The product is: [CH2:1]([O:3][C:4]([N:6]1[CH2:11][CH2:10][C:9]2[C:12]([C:16]#[N:17])=[C:13]([NH:15][C:23](=[O:24])[C:22]3[CH:26]=[CH:27][CH:28]=[C:20]([O:19][CH3:18])[CH:21]=3)[S:14][C:8]=2[CH2:7]1)=[O:5])[CH3:2]. Given the reactants [CH2:1]([O:3][C:4]([N:6]1[CH2:11][CH2:10][C:9]2[C:12]([C:16]#[N:17])=[C:13]([NH2:15])[S:14][C:8]=2[CH2:7]1)=[O:5])[CH3:2].[CH3:18][O:19][C:20]1[CH:21]=[C:22]([CH:26]=[CH:27][CH:28]=1)[C:23](Cl)=[O:24], predict the reaction product. (5) Given the reactants [C:1]([N:4]1[C:13]2[C:8](=[CH:9][C:10]([C:14]3[CH:23]=[CH:22][C:17]([C:18]([O:20]C)=[O:19])=[CH:16][CH:15]=3)=[CH:11][CH:12]=2)[C@H:7]([NH:24][C:25]([O:27][CH:28]([CH3:30])[CH3:29])=[O:26])[CH2:6][C@@H:5]1[CH3:31])(=[O:3])[CH3:2].[OH-].[Na+], predict the reaction product. The product is: [C:1]([N:4]1[C:13]2[C:8](=[CH:9][C:10]([C:14]3[CH:23]=[CH:22][C:17]([C:18]([OH:20])=[O:19])=[CH:16][CH:15]=3)=[CH:11][CH:12]=2)[C@H:7]([NH:24][C:25]([O:27][CH:28]([CH3:30])[CH3:29])=[O:26])[CH2:6][C@@H:5]1[CH3:31])(=[O:3])[CH3:2]. (6) Given the reactants [CH2:1]([N:8]1[C:12]2[CH:13]=[C:14]([O:17]C)[CH:15]=[CH:16][C:11]=2[N:10]=[C:9]1[Cl:19])[C:2]1[CH:7]=[CH:6][CH:5]=[CH:4][CH:3]=1.Br.C(=O)(O)[O-].[Na+], predict the reaction product. The product is: [CH2:1]([N:8]1[C:12]2[CH:13]=[C:14]([OH:17])[CH:15]=[CH:16][C:11]=2[N:10]=[C:9]1[Cl:19])[C:2]1[CH:3]=[CH:4][CH:5]=[CH:6][CH:7]=1. (7) The product is: [Br:1][C:2]1[S:3][C:4]([CH:8]=[O:9])=[C:5]([CH3:7])[N:6]=1. Given the reactants [Br:1][C:2]1[S:3][C:4]([CH2:8][OH:9])=[C:5]([CH3:7])[N:6]=1, predict the reaction product. (8) The product is: [C:1]([O:5][C:6](=[O:14])[N:7]([CH:8]1[CH2:12][CH2:11][N:10]([C:22]2[CH:23]=[CH:24][C:19]3[N:20]([C:16]([Br:15])=[CH:17][N:18]=3)[N:21]=2)[CH2:9]1)[CH3:13])([CH3:4])([CH3:3])[CH3:2]. Given the reactants [C:1]([O:5][C:6](=[O:14])[N:7]([CH3:13])[CH:8]1[CH2:12][CH2:11][NH:10][CH2:9]1)([CH3:4])([CH3:3])[CH3:2].[Br:15][C:16]1[N:20]2[N:21]=[C:22](F)[CH:23]=[CH:24][C:19]2=[N:18][CH:17]=1.C(N(CC)CC)C, predict the reaction product.